This data is from Peptide-MHC class I binding affinity with 185,985 pairs from IEDB/IMGT. The task is: Regression. Given a peptide amino acid sequence and an MHC pseudo amino acid sequence, predict their binding affinity value. This is MHC class I binding data. (1) The MHC is HLA-B27:03 with pseudo-sequence HLA-B27:03. The peptide sequence is WVWDTWPLA. The binding affinity (normalized) is 0.0847. (2) The peptide sequence is WQQLLALAD. The MHC is Mamu-B08 with pseudo-sequence Mamu-B08. The binding affinity (normalized) is 0.284. (3) The peptide sequence is KFYGPFVDR. The MHC is Mamu-B03 with pseudo-sequence Mamu-B03. The binding affinity (normalized) is 0. (4) The peptide sequence is QPSSQVSF. The MHC is HLA-B51:01 with pseudo-sequence HLA-B51:01. The binding affinity (normalized) is 0.261. (5) The peptide sequence is LHVDILSFF. The MHC is Mamu-B17 with pseudo-sequence Mamu-B17. The binding affinity (normalized) is 0.941. (6) The peptide sequence is EVMPEKRNV. The MHC is HLA-A02:03 with pseudo-sequence HLA-A02:03. The binding affinity (normalized) is 0.336. (7) The peptide sequence is FRLMRTNFL. The MHC is HLA-A03:01 with pseudo-sequence HLA-A03:01. The binding affinity (normalized) is 0.0847. (8) The peptide sequence is PLRNDGNRF. The MHC is HLA-B27:05 with pseudo-sequence HLA-B27:05. The binding affinity (normalized) is 0.0847.